Dataset: Peptide-MHC class II binding affinity with 134,281 pairs from IEDB. Task: Regression. Given a peptide amino acid sequence and an MHC pseudo amino acid sequence, predict their binding affinity value. This is MHC class II binding data. (1) The peptide sequence is KPVSQMRMATPLLMRP. The MHC is H-2-IAd with pseudo-sequence H-2-IAd. The binding affinity (normalized) is 0.828. (2) The peptide sequence is EKKYFAATQFEPLAA. The MHC is DRB1_1602 with pseudo-sequence DRB1_1602. The binding affinity (normalized) is 0.588. (3) The peptide sequence is CPNETKVVRKLVRKL. The MHC is DRB1_0101 with pseudo-sequence DRB1_0101. The binding affinity (normalized) is 0.566. (4) The peptide sequence is CILAWILVRIINVRS. The MHC is DRB4_0101 with pseudo-sequence DRB4_0103. The binding affinity (normalized) is 0.492. (5) The peptide sequence is GEALSTLVVNKIRGT. The MHC is DRB1_0301 with pseudo-sequence DRB1_0301. The binding affinity (normalized) is 0. (6) The peptide sequence is GSLIVNPSLNGFLSK. The MHC is DRB1_0701 with pseudo-sequence DRB1_0701. The binding affinity (normalized) is 0.552. (7) The peptide sequence is AFKVAATANNAAPAN. The MHC is DRB1_0802 with pseudo-sequence DRB1_0802. The binding affinity (normalized) is 0.878. (8) The peptide sequence is DEHIILYLVNFDKDR. The MHC is DRB1_0701 with pseudo-sequence DRB1_0701. The binding affinity (normalized) is 0.207.